Dataset: NCI-60 drug combinations with 297,098 pairs across 59 cell lines. Task: Regression. Given two drug SMILES strings and cell line genomic features, predict the synergy score measuring deviation from expected non-interaction effect. (1) Drug 1: C1=CC(=C2C(=C1NCCNCCO)C(=O)C3=C(C=CC(=C3C2=O)O)O)NCCNCCO. Drug 2: CC(C)CN1C=NC2=C1C3=CC=CC=C3N=C2N. Cell line: ACHN. Synergy scores: CSS=49.0, Synergy_ZIP=2.75, Synergy_Bliss=0.160, Synergy_Loewe=-23.2, Synergy_HSA=0.741. (2) Drug 1: C#CCC(CC1=CN=C2C(=N1)C(=NC(=N2)N)N)C3=CC=C(C=C3)C(=O)NC(CCC(=O)O)C(=O)O. Drug 2: C1C(C(OC1N2C=NC(=NC2=O)N)CO)O. Cell line: CAKI-1. Synergy scores: CSS=-6.56, Synergy_ZIP=2.73, Synergy_Bliss=1.63, Synergy_Loewe=-5.71, Synergy_HSA=-5.81. (3) Drug 1: CC1CCC2CC(C(=CC=CC=CC(CC(C(=O)C(C(C(=CC(C(=O)CC(OC(=O)C3CCCCN3C(=O)C(=O)C1(O2)O)C(C)CC4CCC(C(C4)OC)OCCO)C)C)O)OC)C)C)C)OC. Drug 2: CCCCC(=O)OCC(=O)C1(CC(C2=C(C1)C(=C3C(=C2O)C(=O)C4=C(C3=O)C=CC=C4OC)O)OC5CC(C(C(O5)C)O)NC(=O)C(F)(F)F)O. Cell line: NCI/ADR-RES. Synergy scores: CSS=21.3, Synergy_ZIP=2.58, Synergy_Bliss=9.77, Synergy_Loewe=1.64, Synergy_HSA=3.50. (4) Cell line: SK-MEL-28. Drug 2: C1=CN(C=N1)CC(O)(P(=O)(O)O)P(=O)(O)O. Drug 1: C1=C(C(=O)NC(=O)N1)F. Synergy scores: CSS=37.7, Synergy_ZIP=10.6, Synergy_Bliss=7.82, Synergy_Loewe=6.70, Synergy_HSA=8.68.